This data is from Peptide-MHC class II binding affinity with 134,281 pairs from IEDB. The task is: Regression. Given a peptide amino acid sequence and an MHC pseudo amino acid sequence, predict their binding affinity value. This is MHC class II binding data. (1) The peptide sequence is SVAYKAAVGATPEAK. The MHC is HLA-DQA10102-DQB10602 with pseudo-sequence HLA-DQA10102-DQB10602. The binding affinity (normalized) is 0.363. (2) The peptide sequence is KIISRCQVCMKKRH. The MHC is DRB5_0101 with pseudo-sequence DRB5_0101. The binding affinity (normalized) is 0. (3) The peptide sequence is YDKFLANLSTVLTGK. The MHC is DRB1_0405 with pseudo-sequence DRB1_0405. The binding affinity (normalized) is 0.366. (4) The peptide sequence is DLKYTYAFTKKVK. The MHC is DRB4_0101 with pseudo-sequence DRB4_0103. The binding affinity (normalized) is 0. (5) The peptide sequence is PEEFAVVDLSKMRAV. The MHC is DRB3_0101 with pseudo-sequence DRB3_0101. The binding affinity (normalized) is 0.518. (6) The peptide sequence is TFWMGSHEVNGTWMI. The MHC is HLA-DQA10501-DQB10302 with pseudo-sequence HLA-DQA10501-DQB10302. The binding affinity (normalized) is 0.400. (7) The peptide sequence is KIDLWSYNAELLVAL. The MHC is DRB4_0101 with pseudo-sequence DRB4_0103. The binding affinity (normalized) is 0.132. (8) The peptide sequence is GILQAYDLRDAPETP. The MHC is DRB1_1001 with pseudo-sequence DRB1_1001. The binding affinity (normalized) is 0.358. (9) The peptide sequence is SRRSRRAIDLPTHEN. The MHC is HLA-DQA10201-DQB10402 with pseudo-sequence HLA-DQA10201-DQB10402. The binding affinity (normalized) is 0.235. (10) The peptide sequence is EKDVTDITVKNCVLK. The binding affinity (normalized) is 0.271. The MHC is HLA-DQA10501-DQB10301 with pseudo-sequence HLA-DQA10501-DQB10301.